This data is from Full USPTO retrosynthesis dataset with 1.9M reactions from patents (1976-2016). The task is: Predict the reactants needed to synthesize the given product. (1) Given the product [Cl:8][C:9]1[N:10]=[CH:11][N:12]([C:14]2[CH:19]=[CH:18][C:17]([NH:20][C:21]3[N:38]=[C:24]4[CH:25]([C:31]5[CH:32]=[CH:33][C:34]([F:37])=[CH:35][CH:36]=5)[CH2:26][CH:27]([N:42]([CH3:43])[CH3:41])[CH2:28][CH2:29][N:23]4[N:22]=3)=[CH:16][C:15]=2[O:39][CH3:40])[CH:13]=1, predict the reactants needed to synthesize it. The reactants are: FC(F)(F)C(O)=O.[Cl:8][C:9]1[N:10]=[CH:11][N:12]([C:14]2[CH:19]=[CH:18][C:17]([NH:20][C:21]3[N:38]=[C:24]4[CH:25]([C:31]5[CH:36]=[CH:35][C:34]([F:37])=[CH:33][CH:32]=5)[CH2:26][C:27](=O)[CH2:28][CH2:29][N:23]4[N:22]=3)=[CH:16][C:15]=2[O:39][CH3:40])[CH:13]=1.[CH3:41][NH:42][CH3:43].C([BH3-])#N.[Na+].C(O)(C(F)(F)F)=O. (2) Given the product [CH3:21][S:20]([C:15]1[CH:16]=[CH:17][CH:18]=[CH:19][C:14]=1[O:13][CH3:12])(=[O:9])=[O:22], predict the reactants needed to synthesize it. The reactants are: ClC1C=CC=C(C(OO)=[O:9])C=1.[CH3:12][O:13][C:14]1[CH:19]=[CH:18][CH:17]=[CH:16][C:15]=1[S:20][CH3:21].[OH2:22].